This data is from Reaction yield outcomes from USPTO patents with 853,638 reactions. The task is: Predict the reaction yield, written as a fraction of the theoretical maximum amount of product (1.0 means a 100% yield; for example, 0.34 means a 34% yield). (1) No catalyst specified. The yield is 0.780. The reactants are [CH3:1][O:2][CH2:3][CH2:4][S:5][C:6]1[CH:14]=[CH:13][C:9]([C:10]([OH:12])=[O:11])=[CH:8][CH:7]=1.S(=O)(=O)(O)O.[CH3:20]O. The product is [CH3:20][O:11][C:10](=[O:12])[C:9]1[CH:13]=[CH:14][C:6]([S:5][CH2:4][CH2:3][O:2][CH3:1])=[CH:7][CH:8]=1. (2) The product is [Cl:1][C:2]1[CH:17]=[C:16]([Cl:18])[CH:15]=[CH:14][C:3]=1[CH2:4][N:5]1[C:9]([CH3:10])=[CH:8][C:7]([CH3:11])=[C:6]1/[CH:12]=[CH:20]/[C:21]([OH:23])=[O:22]. The reactants are [Cl:1][C:2]1[CH:17]=[C:16]([Cl:18])[CH:15]=[CH:14][C:3]=1[CH2:4][N:5]1[C:9]([CH3:10])=[CH:8][C:7]([CH3:11])=[C:6]1[CH:12]=O.C(O)(=O)[CH2:20][C:21]([OH:23])=[O:22].N1CCCCC1. The yield is 0.140. The catalyst is N1C=CC=CC=1. (3) The reactants are [N:1]1[CH:6]=[CH:5][CH:4]=[CH:3][C:2]=1[CH2:7][NH+:8]([O-])[C:9](=[O:15])[O:10][C:11]([CH3:14])([CH3:13])[CH3:12].C[Si]([C:21]#[N:22])(C)C.CN(C)C(Cl)=O. The catalyst is [N+](CC)([O-])=O. The product is [C:21]([C:6]1[N:1]=[C:2]([CH2:7][NH:8][C:9](=[O:15])[O:10][C:11]([CH3:14])([CH3:13])[CH3:12])[CH:3]=[CH:4][CH:5]=1)#[N:22]. The yield is 0.580. (4) The reactants are CO[C:3](=[O:24])[C:4]1[CH:9]=[CH:8][C:7]([O:10][CH2:11][C:12]2[C:13]([C:18]3[CH:23]=[CH:22][CH:21]=[CH:20][CH:19]=3)=[N:14][O:15][C:16]=2[CH3:17])=[N:6][CH:5]=1.[NH:25]1[CH2:31][CH2:30][CH2:29][C@H:26]1[CH2:27][OH:28]. No catalyst specified. The product is [OH:28][CH2:27][C@@H:26]1[CH2:29][CH2:30][CH2:31][N:25]1[C:3]([C:4]1[CH:5]=[N:6][C:7]([O:10][CH2:11][C:12]2[C:13]([C:18]3[CH:19]=[CH:20][CH:21]=[CH:22][CH:23]=3)=[N:14][O:15][C:16]=2[CH3:17])=[CH:8][CH:9]=1)=[O:24]. The yield is 0.840.